This data is from Forward reaction prediction with 1.9M reactions from USPTO patents (1976-2016). The task is: Predict the product of the given reaction. (1) Given the reactants [CH:1]1([C:10]([O:12][CH3:13])=[O:11])[C:9]2[C:4](=[CH:5][CH:6]=[CH:7][CH:8]=2)[CH2:3][CH2:2]1.C[Si]([N-][Si](C)(C)C)(C)C.[Na+].[CH2:24](Br)[C:25]1[CH:30]=[CH:29][CH:28]=[CH:27][CH:26]=1, predict the reaction product. The product is: [CH2:24]([C:1]1([C:10]([O:12][CH3:13])=[O:11])[C:9]2[C:4](=[CH:5][CH:6]=[CH:7][CH:8]=2)[CH2:3][CH2:2]1)[C:25]1[CH:30]=[CH:29][CH:28]=[CH:27][CH:26]=1. (2) Given the reactants Cl[CH2:2][CH2:3][O:4][C:5]1[CH:6]=[C:7]([C:11]2[CH:12]=[C:13]3[C:18](=[CH:19][CH:20]=2)[N:17]=[C:16]([C:21]2[CH:22]=[N:23][CH:24]=[CH:25][CH:26]=2)[N:15]=[C:14]3[NH:27][CH3:28])[CH:8]=[CH:9][CH:10]=1.[CH3:29][O-:30].[Na+], predict the reaction product. The product is: [CH3:29][O:30][CH2:2][CH2:3][O:4][C:5]1[CH:6]=[C:7]([C:11]2[CH:12]=[C:13]3[C:18](=[CH:19][CH:20]=2)[N:17]=[C:16]([C:21]2[CH:22]=[N:23][CH:24]=[CH:25][CH:26]=2)[N:15]=[C:14]3[NH:27][CH3:28])[CH:8]=[CH:9][CH:10]=1. (3) The product is: [N+:17]([C:20]1[CH:21]=[CH:22][C:23]([CH2:24][O:25][C:26]([C:28]2[N:29]3[C:12]([C:10]4[N:11]=[C:4]5[CH2:3][N:2]([CH3:1])[C:7](=[O:8])[CH2:6][N:5]5[CH:9]=4)([S:33][C:34]=2[CH3:46])[C:31]([O:42][C:39](=[O:41])[CH3:40])([Br:35])[C:30]3=[O:36])=[O:27])=[CH:37][CH:38]=1)([O-:19])=[O:18]. Given the reactants [CH3:1][N:2]1[C:7](=[O:8])[CH2:6][N:5]2[CH:9]=[C:10]([CH:12]=O)[N:11]=[C:4]2[CH2:3]1.[Mg+2].[Br-].[Br-].[N+:17]([C:20]1[CH:38]=[CH:37][C:23]([CH2:24][O:25][C:26]([C:28]2[N:29]3[C@H]([S:33][CH:34]=2)[C@@H:31]([Br:35])[C:30]3=[O:36])=[O:27])=[CH:22][CH:21]=1)([O-:19])=[O:18].[C:39]([O:42]C(=O)C)(=[O:41])[CH3:40].[C:46](OCC)(=O)C, predict the reaction product. (4) Given the reactants [N+:1]([C:4]1[CH:9]=[CH:8][C:7]([C:10]2[S:11][C:12]3[CH:18]=[C:17]([O:19]C)[CH:16]=[CH:15][C:13]=3[N:14]=2)=[CH:6][CH:5]=1)([O-:3])=[O:2].BrB(Br)Br.ClCCl, predict the reaction product. The product is: [N+:1]([C:4]1[CH:5]=[CH:6][C:7]([C:10]2[S:11][C:12]3[CH:18]=[C:17]([OH:19])[CH:16]=[CH:15][C:13]=3[N:14]=2)=[CH:8][CH:9]=1)([O-:3])=[O:2]. (5) Given the reactants [CH3:1][C:2](=O)[CH2:3][CH2:4][CH3:5].BrBr.C([O-])(=O)C.[Na+].[C:14]1([CH2:20][CH2:21][NH:22][C:23]([NH2:25])=[S:24])[CH:19]=[CH:18][CH:17]=[CH:16][CH:15]=1.C(=O)([O-])O.[Na+], predict the reaction product. The product is: [C:14]1([CH2:20][CH2:21][NH:22][C:23]2[S:24][CH:1]=[C:2]([CH2:3][CH2:4][CH3:5])[N:25]=2)[CH:19]=[CH:18][CH:17]=[CH:16][CH:15]=1. (6) Given the reactants C([N:8]([CH2:28][C@H:29]([O:38][Si:39]([CH2:44][CH3:45])([CH2:42][CH3:43])[CH2:40][CH3:41])[CH2:30][O:31][C:32]1[CH:37]=[CH:36][CH:35]=[CH:34][CH:33]=1)[CH:9]1[CH2:15][CH2:14][CH2:13][C:12]2[CH:16]=[CH:17][C:18]([O:20]CC3C=CC=CC=3)=[CH:19][C:11]=2[CH2:10]1)C1C=CC=CC=1.[H][H], predict the reaction product. The product is: [O:31]([CH2:30][C@@H:29]([O:38][Si:39]([CH2:42][CH3:43])([CH2:44][CH3:45])[CH2:40][CH3:41])[CH2:28][NH:8][CH:9]1[CH2:10][C:11]2[CH:19]=[C:18]([OH:20])[CH:17]=[CH:16][C:12]=2[CH2:13][CH2:14][CH2:15]1)[C:32]1[CH:37]=[CH:36][CH:35]=[CH:34][CH:33]=1.